Dataset: Full USPTO retrosynthesis dataset with 1.9M reactions from patents (1976-2016). Task: Predict the reactants needed to synthesize the given product. Given the product [CH3:2][N:3]([CH3:6])[C:4]1[CH:17]=[C:16]2[C:15](=[CH:14][CH:13]=1)[NH:34][C:19](=[O:20])[C:18]2=[C:24]1[CH:33]=[CH:32][C:31]2[C:26](=[CH:27][CH:28]=[CH:29][CH:30]=2)[NH:25]1, predict the reactants needed to synthesize it. The reactants are: Cl.[CH3:2][NH:3][CH3:4].N1C=CC=C[CH:6]=1.FC1[CH:13]=[CH:14][C:15]([N+:34]([O-])=O)=[C:16]([C:18](=[C:24]2[CH:33]=[CH:32][C:31]3[C:26](=[CH:27][CH:28]=[CH:29][CH:30]=3)[NH:25]2)[C:19](OCC)=[O:20])[CH:17]=1.